Dataset: Forward reaction prediction with 1.9M reactions from USPTO patents (1976-2016). Task: Predict the product of the given reaction. (1) Given the reactants [C:1]([O:5][C:6](=[O:22])[NH:7][C:8]1[CH:13]=[CH:12][C:11]([C:14]2[CH:19]=[CH:18][C:17]([F:20])=[CH:16][CH:15]=2)=[CH:10][C:9]=1[NH2:21])([CH3:4])([CH3:3])[CH3:2].C([O:27][C:28](=O)[CH2:29][C:30]([C:32]1[CH:37]=[CH:36][N:35]=[C:34]([C:38]#[N:39])[CH:33]=1)=[O:31])(C)(C)C, predict the reaction product. The product is: [C:1]([O:5][C:6](=[O:22])[NH:7][C:8]1[CH:13]=[CH:12][C:11]([C:14]2[CH:15]=[CH:16][C:17]([F:20])=[CH:18][CH:19]=2)=[CH:10][C:9]=1[NH:21][C:28](=[O:27])[CH2:29][C:30]([C:32]1[CH:37]=[CH:36][N:35]=[C:34]([C:38]#[N:39])[CH:33]=1)=[O:31])([CH3:4])([CH3:2])[CH3:3]. (2) The product is: [CH2:25]([O:12][CH2:11][C@@H:6]1[O:5][C:4]([CH3:13])([CH3:3])[O:8][C@H:7]1[CH2:9][OH:10])[CH2:24][CH2:23][CH2:22][CH2:21][C:20]#[CH:19]. Given the reactants [H-].[Na+].[CH3:3][C:4]1([CH3:13])[O:8][C@@H:7]([CH2:9][OH:10])[C@H:6]([CH2:11][OH:12])[O:5]1.CS(O[CH2:19][CH2:20][CH2:21][CH2:22][CH2:23][C:24]#[CH:25])(=O)=O.O, predict the reaction product. (3) Given the reactants [C:1]([C:3]1[CH:4]=[C:5]([C:13]([O:15]C)=[O:14])[CH:6]=[N:7][C:8]=1[O:9][CH2:10][CH2:11][CH3:12])#[N:2].[OH-].[Li+], predict the reaction product. The product is: [C:1]([C:3]1[CH:4]=[C:5]([C:13]([OH:15])=[O:14])[CH:6]=[N:7][C:8]=1[O:9][CH2:10][CH2:11][CH3:12])#[N:2]. (4) Given the reactants [O:1]1[CH:5]=[CH:4][N:3]=[CH:2]1.[Li]CCCC.Cl[C:12]1[C:13]2[N:21]=[N:20][N:19]([CH2:22][C:23]3[CH:28]=[CH:27][CH:26]=[CH:25][C:24]=3[F:29])[C:14]=2[N:15]=[C:16]([NH2:18])[N:17]=1.[CH2:30]1[CH2:34][O:33][CH2:32][CH2:31]1, predict the reaction product. The product is: [CH3:26][CH2:25][CH2:24][CH:23]([CH3:28])[CH3:22].[CH3:31][CH2:32][O:33][C:34]([CH3:30])=[O:1].[F:29][C:24]1[CH:25]=[CH:26][CH:27]=[CH:28][C:23]=1[CH2:22][N:19]1[C:14]2[N:15]=[C:16]([NH2:18])[N:17]=[C:12]([C:5]3[O:1][CH:2]=[N:3][CH:4]=3)[C:13]=2[N:21]=[N:20]1. (5) Given the reactants Cl[C:2]1[CH:7]=[C:6]([C:8]2[S:9][CH:10]=[C:11]([C:13]3[C:14](=[O:23])[NH:15][C:16]4[C:21]([CH:22]=3)=[CH:20][CH:19]=[CH:18][CH:17]=4)[N:12]=2)[CH:5]=[CH:4][N:3]=1.NCC[N:27]1[CH2:32][CH2:31][CH2:30][CH2:29][CH2:28]1, predict the reaction product. The product is: [N:27]1([C:2]2[CH:7]=[C:6]([C:8]3[S:9][CH:10]=[C:11]([C:13]4[C:14](=[O:23])[NH:15][C:16]5[C:21]([CH:22]=4)=[CH:20][CH:19]=[CH:18][CH:17]=5)[N:12]=3)[CH:5]=[CH:4][N:3]=2)[CH2:32][CH2:31][CH2:30][CH2:29][CH2:28]1. (6) The product is: [Cl:13][C:14]1[CH:15]=[C:16]2[C:20](=[CH:21][CH:22]=1)[NH:19][C:18](=[O:23])[C:17]2([OH:24])[C:3]1[CH:8]=[CH:7][CH:6]=[CH:5][C:4]=1[O:9][CH3:10]. Given the reactants [Mg].Br[C:3]1[CH:8]=[CH:7][CH:6]=[CH:5][C:4]=1[O:9][CH3:10].II.[Cl:13][C:14]1[CH:15]=[C:16]2[C:20](=[CH:21][CH:22]=1)[NH:19][C:18](=[O:23])[C:17]2=[O:24].[Cl-].[NH4+], predict the reaction product.